This data is from Catalyst prediction with 721,799 reactions and 888 catalyst types from USPTO. The task is: Predict which catalyst facilitates the given reaction. (1) Reactant: [C:1]([Si:5]([CH3:21])([CH3:20])[O:6][C@H:7]1[CH2:12][CH2:11][C@H:10]([N:13]2[CH2:18][CH2:17][CH2:16][CH2:15][C:14]2=[O:19])[CH2:9][CH2:8]1)([CH3:4])([CH3:3])[CH3:2].[Li+].CC([N-]C(C)C)C.[Br:30][C:31]1[CH:36]=[CH:35][C:34]([CH2:37]Br)=[C:33]([Cl:39])[CH:32]=1. Product: [Br:30][C:31]1[CH:36]=[CH:35][C:34]([CH2:37][CH:15]2[CH2:16][CH2:17][CH2:18][N:13]([C@H:10]3[CH2:9][CH2:8][C@H:7]([O:6][Si:5]([C:1]([CH3:4])([CH3:3])[CH3:2])([CH3:21])[CH3:20])[CH2:12][CH2:11]3)[C:14]2=[O:19])=[C:33]([Cl:39])[CH:32]=1. The catalyst class is: 1. (2) Product: [CH2:1]([N:3]1[CH:7]=[C:6]([C:8]2[CH:9]=[C:10]([NH:11][C:30]([NH:29][C:23]3[CH:24]=[CH:25][C:26]([I:28])=[CH:27][C:22]=3[F:21])=[O:31])[CH:12]=[CH:13][CH:14]=2)[C:5]([C:15]2[CH:16]=[CH:17][N:18]=[CH:19][CH:20]=2)=[N:4]1)[CH3:2]. Reactant: [CH2:1]([N:3]1[CH:7]=[C:6]([C:8]2[CH:9]=[C:10]([CH:12]=[CH:13][CH:14]=2)[NH2:11])[C:5]([C:15]2[CH:20]=[CH:19][N:18]=[CH:17][CH:16]=2)=[N:4]1)[CH3:2].[F:21][C:22]1[CH:27]=[C:26]([I:28])[CH:25]=[CH:24][C:23]=1[N:29]=[C:30]=[O:31]. The catalyst class is: 2.